The task is: Predict the product of the given reaction.. This data is from Forward reaction prediction with 1.9M reactions from USPTO patents (1976-2016). (1) Given the reactants [Cl:1][C:2]1[CH:3]=[CH:4][C:5](=[O:37])[N:6]([CH2:8][C:9]2[CH:14]=[CH:13][C:12]([CH2:15][N:16]3[CH:24]=[C:23]4[C:18]([N:19]=[CH:20][N:21]=[C:22]4[NH:25][CH2:26][C:27]4[C:28]([CH3:36])=[N:29][C:30]([O:34]C)=[CH:31][C:32]=4[CH3:33])=[N:17]3)=[CH:11][CH:10]=2)[CH:7]=1.[Si](I)(C)(C)C, predict the reaction product. The product is: [Cl:1][C:2]1[CH:3]=[CH:4][C:5](=[O:37])[N:6]([CH2:8][C:9]2[CH:10]=[CH:11][C:12]([CH2:15][N:16]3[CH:24]=[C:23]4[C:18]([N:19]=[CH:20][N:21]=[C:22]4[NH:25][CH2:26][C:27]4[C:28]([CH3:36])=[N:29][C:30]([OH:34])=[CH:31][C:32]=4[CH3:33])=[N:17]3)=[CH:13][CH:14]=2)[CH:7]=1. (2) Given the reactants [O:1]1[C:5]2[CH:6]=[CH:7][CH:8]=[CH:9][C:4]=2[C:3]([N:10]2[CH2:15][CH2:14][N:13]([CH2:16][CH:17]([C:19]3[CH:20]=[C:21]4[C:25](=[CH:26][CH:27]=3)[C:24]([CH3:29])([CH3:28])[CH:23]([OH:30])[C:22]4([CH3:32])[CH3:31])O)[CH2:12][CH2:11]2)=[N:2]1.CS([Cl:37])(=O)=O.C(N(CC)CC)C, predict the reaction product. The product is: [O:1]1[C:5]2[CH:6]=[CH:7][CH:8]=[CH:9][C:4]=2[C:3]([N:10]2[CH2:15][CH2:14][N:13]([CH2:16][CH:17]([C:19]3[CH:20]=[C:21]4[C:25](=[CH:26][CH:27]=3)[C:24]([CH3:29])([CH3:28])[CH:23]([OH:30])[C:22]4([CH3:32])[CH3:31])[Cl:37])[CH2:12][CH2:11]2)=[N:2]1. (3) Given the reactants [CH3:1][C:2]1[O:6][N:5]=[C:4]([C:7]2[CH:12]=[CH:11][CH:10]=[CH:9][CH:8]=2)[C:3]=1[C:13](=O)[CH2:14][C:15]#[N:16].[NH2:18][NH2:19], predict the reaction product. The product is: [CH3:1][C:2]1[O:6][N:5]=[C:4]([C:7]2[CH:12]=[CH:11][CH:10]=[CH:9][CH:8]=2)[C:3]=1[C:13]1[CH:14]=[C:15]([NH2:16])[NH:18][N:19]=1. (4) Given the reactants [Cl:1][C:2]1[CH:3]=[C:4]([CH:8]=[C:9]([F:37])[C:10]=1[CH2:11][S:12][C:13]1[N:14]([C:30]2[CH:35]=[CH:34][C:33]([F:36])=[CH:32][CH:31]=2)[C:15]([C:18]([C:21]2[CH:26]=[CH:25][C:24]([Cl:27])=[C:23]([O:28][CH3:29])[CH:22]=2)([CH3:20])[CH3:19])=[CH:16][N:17]=1)[C:5](O)=[O:6].[ClH:38].[Cl-].[NH2:40][CH2:41][CH2:42][N+:43]12[CH2:50][CH2:49][N:46]([CH2:47][CH2:48]1)[CH2:45][CH2:44]2.CN(C(ON1N=NC2C=CC=NC1=2)=[N+](C)C)C.F[P-](F)(F)(F)(F)F.CCN(C(C)C)C(C)C, predict the reaction product. The product is: [ClH:1].[Cl-:38].[Cl:1][C:2]1[CH:3]=[C:4]([CH:8]=[C:9]([F:37])[C:10]=1[CH2:11][S:12][C:13]1[N:14]([C:30]2[CH:31]=[CH:32][C:33]([F:36])=[CH:34][CH:35]=2)[C:15]([C:18]([C:21]2[CH:26]=[CH:25][C:24]([Cl:27])=[C:23]([O:28][CH3:29])[CH:22]=2)([CH3:20])[CH3:19])=[CH:16][N:17]=1)[C:5]([NH:40][CH2:41][CH2:42][N+:43]12[CH2:50][CH2:49][N:46]([CH2:45][CH2:44]1)[CH2:47][CH2:48]2)=[O:6]. (5) Given the reactants I[C:2]1[CH:21]=[CH:20][C:5]([O:6][CH:7]2[CH2:12][CH2:11][N:10]([C:13]([O:15][C:16]([CH3:19])([CH3:18])[CH3:17])=[O:14])[CH2:9][CH2:8]2)=[CH:4][CH:3]=1.[N:22]1([C:27]([C:29]2[CH:30]=[N:31][NH:32][CH:33]=2)=[O:28])[CH2:26][CH2:25][CH2:24][CH2:23]1.CN[C@@H]1CCCC[C@H]1NC.C(=O)([O-])[O-].[Cs+].[Cs+], predict the reaction product. The product is: [N:22]1([C:27]([C:29]2[CH:33]=[N:32][N:31]([C:2]3[CH:21]=[CH:20][C:5]([O:6][CH:7]4[CH2:12][CH2:11][N:10]([C:13]([O:15][C:16]([CH3:19])([CH3:18])[CH3:17])=[O:14])[CH2:9][CH2:8]4)=[CH:4][CH:3]=3)[CH:30]=2)=[O:28])[CH2:26][CH2:25][CH2:24][CH2:23]1. (6) Given the reactants Cl[C:2]1[N:7]=[C:6]([C:8]([NH:10][CH:11]([C:13]2[CH:14]=[N:15][C:16]([O:19][CH2:20][C:21]([F:24])([F:23])[F:22])=[CH:17][CH:18]=2)[CH3:12])=[O:9])[CH:5]=[C:4]([CH3:25])[N:3]=1.[F:26][C:27]([F:31])([F:30])[CH2:28][NH2:29], predict the reaction product. The product is: [CH3:25][C:4]1[N:3]=[C:2]([NH:29][CH2:28][C:27]([F:31])([F:30])[F:26])[N:7]=[C:6]([C:8]([NH:10][CH:11]([C:13]2[CH:14]=[N:15][C:16]([O:19][CH2:20][C:21]([F:24])([F:23])[F:22])=[CH:17][CH:18]=2)[CH3:12])=[O:9])[CH:5]=1. (7) Given the reactants [OH:1][NH:2][C:3]([C@@H:5]([NH:15][C:16]([C:18]1[CH:23]=[CH:22][C:21]([C:24]#[C:25][C:26]2[CH:31]=[CH:30][C:29]([NH:32][C:33](=[O:43])[CH2:34][NH:35]C(OC(C)(C)C)=O)=[CH:28][CH:27]=2)=[CH:20][CH:19]=1)=[O:17])[CH2:6][NH:7]C(OC(C)(C)C)=O)=[O:4].C(O)(C(F)(F)F)=O.C(Cl)Cl, predict the reaction product. The product is: [NH2:35][CH2:34][C:33]([NH:32][C:29]1[CH:30]=[CH:31][C:26]([C:25]#[C:24][C:21]2[CH:22]=[CH:23][C:18]([C:16]([NH:15][C@@H:5]([CH2:6][NH2:7])[C:3]([NH:2][OH:1])=[O:4])=[O:17])=[CH:19][CH:20]=2)=[CH:27][CH:28]=1)=[O:43]. (8) Given the reactants [C:1]1([C:7]2[CH:8]=[CH:9][CH:10]=[C:11]3[C:16]=2[CH:15]=[C:14]([NH2:17])[CH:13]=[CH:12]3)[CH:6]=[CH:5][CH:4]=[CH:3][CH:2]=1.Cl[C:19]1[N:28]=[CH:27][C:26]([CH:29]2[CH2:31][CH2:30]2)=[CH:25][C:20]=1[C:21]([O:23][CH3:24])=[O:22].C(=O)([O-])[O-].[Cs+].[Cs+], predict the reaction product. The product is: [CH:29]1([C:26]2[CH:27]=[N:28][C:19]([NH:17][C:14]3[CH:13]=[CH:12][C:11]4[C:16](=[C:7]([C:1]5[CH:2]=[CH:3][CH:4]=[CH:5][CH:6]=5)[CH:8]=[CH:9][CH:10]=4)[CH:15]=3)=[C:20]([CH:25]=2)[C:21]([O:23][CH3:24])=[O:22])[CH2:30][CH2:31]1. (9) Given the reactants [CH3:1][O:2][C:3](=[O:21])[C:4]1[CH:9]=[C:8](C#C[Si](C)(C)C)[C:7]([NH:16][C:17](=O)[CH3:18])=[CH:6][C:5]=1[Cl:20].[F-].C([N+](CCCC)(CCCC)CCCC)CCC, predict the reaction product. The product is: [Cl:20][C:5]1[CH:6]=[C:7]2[C:8]([CH:18]=[CH:17][NH:16]2)=[CH:9][C:4]=1[C:3]([O:2][CH3:1])=[O:21]. (10) Given the reactants [CH3:1][NH:2][C:3]1[CH:8]=[CH:7][CH:6]=[CH:5][N:4]=1.C([Li])CCC.[C:14](=[S:16])=[S:15].Br[CH:18]([CH3:23])[C:19]([O:21][CH3:22])=[O:20], predict the reaction product. The product is: [CH3:1][N:2]([C:3]1[CH:8]=[CH:7][CH:6]=[CH:5][N:4]=1)[C:14]([S:16][CH:18]([CH3:23])[C:19]([O:21][CH3:22])=[O:20])=[S:15].